From a dataset of Reaction yield outcomes from USPTO patents with 853,638 reactions. Predict the reaction yield, written as a fraction of the theoretical maximum amount of product (1.0 means a 100% yield; for example, 0.34 means a 34% yield). The catalyst is [C-]#N.[C-]#N.[Zn+2].C1C=CC([P]([Pd]([P](C2C=CC=CC=2)(C2C=CC=CC=2)C2C=CC=CC=2)([P](C2C=CC=CC=2)(C2C=CC=CC=2)C2C=CC=CC=2)[P](C2C=CC=CC=2)(C2C=CC=CC=2)C2C=CC=CC=2)(C2C=CC=CC=2)C2C=CC=CC=2)=CC=1. The yield is 0.660. The product is [C:16]([C:7]1[CH:6]=[CH:5][C:4]([CH:9]([CH3:15])[C:10]([O:12][CH2:13][CH3:14])=[O:11])=[CH:3][C:2]=1[F:1])#[N:17]. The reactants are [F:1][C:2]1[CH:3]=[C:4]([CH:9]([CH3:15])[C:10]([O:12][CH2:13][CH3:14])=[O:11])[CH:5]=[CH:6][C:7]=1I.[CH3:16][N:17](C=O)C.